Dataset: Full USPTO retrosynthesis dataset with 1.9M reactions from patents (1976-2016). Task: Predict the reactants needed to synthesize the given product. (1) Given the product [F:1][C:2]1[CH:7]=[CH:6][C:5]([C:8]2[C:9](=[O:14])[CH2:10][CH2:11][CH:12]=2)=[CH:4][CH:3]=1, predict the reactants needed to synthesize it. The reactants are: [F:1][C:2]1[CH:7]=[CH:6][C:5]([CH2:8][C:9](=[O:14])[CH2:10][CH2:11][CH:12]=O)=[CH:4][CH:3]=1.C[O-].[Na+]. (2) Given the product [CH2:44]([NH:46][C:7]1[C:8]2[C:17]([C:18]3[CH:23]=[CH:22][CH:21]=[CH:20][CH:19]=3)=[C:16]([C:24]3[CH:29]=[CH:28][C:27]([C:30]4([NH:34][C:35](=[O:36])[O:37][C:38]([CH3:39])([CH3:41])[CH3:40])[CH2:31][CH2:32][CH2:33]4)=[CH:26][CH:25]=3)[O:15][C:9]=2[N:10]=[C:11]([S:13][CH3:14])[N:12]=1)[CH3:45], predict the reactants needed to synthesize it. The reactants are: FC(F)(F)S(O[C:7]1[C:8]2[C:17]([C:18]3[CH:23]=[CH:22][CH:21]=[CH:20][CH:19]=3)=[C:16]([C:24]3[CH:29]=[CH:28][C:27]([C:30]4([NH:34][C:35]([O:37][C:38]([CH3:41])([CH3:40])[CH3:39])=[O:36])[CH2:33][CH2:32][CH2:31]4)=[CH:26][CH:25]=3)[O:15][C:9]=2[N:10]=[C:11]([S:13][CH3:14])[N:12]=1)(=O)=O.[CH2:44]([NH2:46])[CH3:45]. (3) Given the product [ClH:1].[Cl:1][C:2]1[CH:3]=[C:4]2[C:9](=[C:10]([Cl:12])[CH:11]=1)[CH2:8][N:7]([CH3:13])[CH2:6][CH:5]2[C:14]1[CH:15]=[C:16]([NH:20][S:22]([CH3:21])(=[O:24])=[O:23])[CH:17]=[CH:18][CH:19]=1, predict the reactants needed to synthesize it. The reactants are: [Cl:1][C:2]1[CH:3]=[C:4]2[C:9](=[C:10]([Cl:12])[CH:11]=1)[CH2:8][N:7]([CH3:13])[CH2:6][CH:5]2[C:14]1[CH:15]=[C:16]([NH2:20])[CH:17]=[CH:18][CH:19]=1.[CH3:21][S:22](Cl)(=[O:24])=[O:23].